This data is from Reaction yield outcomes from USPTO patents with 853,638 reactions. The task is: Predict the reaction yield, written as a fraction of the theoretical maximum amount of product (1.0 means a 100% yield; for example, 0.34 means a 34% yield). (1) The reactants are Cl[N:2]1[CH:11]=[C:10]([Cl:12])[C:9]2[C:4](=[CH:5][C:6]([O:13][CH3:14])=[CH:7][CH:8]=2)[CH2:3]1.[F:15][C:16]1[CH:17]=[C:18](B(O)O)[CH:19]=[CH:20][C:21]=1[O:22][CH:23]([CH3:25])[CH3:24].C([O-])([O-])=O.[K+].[K+]. The catalyst is O1CCOCC1.O. The product is [Cl:12][C:10]1[C:9]2[C:4](=[CH:5][C:6]([O:13][CH3:14])=[CH:7][CH:8]=2)[CH2:3][N:2]([C:18]2[CH:19]=[CH:20][C:21]([O:22][CH:23]([CH3:24])[CH3:25])=[C:16]([F:15])[CH:17]=2)[CH:11]=1. The yield is 0.540. (2) The reactants are Cl[C:2]1[CH:12]=[CH:11][C:5]([C:6]([O:8][CH2:9][CH3:10])=[O:7])=[CH:4][C:3]=1[N+:13]([O-:15])=[O:14].C([O-])([O-])=O.[K+].[K+].[CH:22]1([NH2:25])[CH2:24][CH2:23]1. No catalyst specified. The product is [CH:22]1([NH:25][C:2]2[CH:12]=[CH:11][C:5]([C:6]([O:8][CH2:9][CH3:10])=[O:7])=[CH:4][C:3]=2[N+:13]([O-:15])=[O:14])[CH2:24][CH2:23]1. The yield is 0.650. (3) The reactants are [OH:1][CH2:2][C:3]([CH2:7][OH:8])([CH2:5][OH:6])[CH3:4].[CH3:9][O:10][C:11]1[CH:12]=[C:13]2[C:18](=[CH:19][CH:20]=1)[CH:17]=[C:16]([C@H:21]([CH3:25])[C:22](O)=[O:23])[CH:15]=[CH:14]2.Cl.CN(C)CCCN=C=NCC.C(N(CC)CC)C. The catalyst is C(#N)C. The product is [CH3:9][O:10][C:11]1[CH:12]=[C:13]2[C:18](=[CH:19][CH:20]=1)[CH:17]=[C:16]([C@H:21]([CH3:25])[C:22]([O:1][CH2:2][C:3]([CH2:7][OH:8])([CH3:4])[CH2:5][OH:6])=[O:23])[CH:15]=[CH:14]2. The yield is 0.660. (4) The yield is 0.0900. The product is [CH:1]([N:4]1[C:12]2[CH:11]=[C:10]([NH:13][C:14]3[CH:19]=[CH:18][N:17]=[C:16]([C:20]4[CH:21]=[N:22][N:23]([C:25]([CH3:31])([CH3:32])[CH2:26][OH:27])[CH:24]=4)[N:15]=3)[N:9]=[CH:8][C:7]=2[N:6]=[C:5]1[CH3:33])([CH3:3])[CH3:2]. The catalyst is O1CCCC1. The reactants are [CH:1]([N:4]1[C:12]2[CH:11]=[C:10]([NH:13][C:14]3[CH:19]=[CH:18][N:17]=[C:16]([C:20]4[CH:21]=[N:22][N:23]([C:25]([CH3:32])([CH3:31])[C:26](OCC)=[O:27])[CH:24]=4)[N:15]=3)[N:9]=[CH:8][C:7]=2[N:6]=[C:5]1[CH3:33])([CH3:3])[CH3:2].[H-].[Al+3].[Li+].[H-].[H-].[H-]. (5) The reactants are [Cl:1][C:2]1[CH:7]=[CH:6][C:5]([CH:8](O)[C:9]2[C:10]([C:27]([O:29][CH2:30][CH3:31])=[O:28])=[N:11][N:12]([C:17]3[C:18]([O:25][CH3:26])=[N:19][C:20]([O:23][CH3:24])=[N:21][CH:22]=3)[C:13]=2[CH:14]([CH3:16])[CH3:15])=[CH:4][CH:3]=1.C(N(CC)CC)C.O(S(C)(=O)=O)S(C)(=O)=O.[CH3:49][C:50]1[C:54]2[CH:55]=[C:56]([NH2:60])[CH:57]=[C:58]([CH3:59])[C:53]=2[O:52][N:51]=1. The catalyst is C(Cl)Cl. The product is [Cl:1][C:2]1[CH:3]=[CH:4][C:5]([CH:8]([NH:60][C:56]2[CH:57]=[C:58]([CH3:59])[C:53]3[O:52][N:51]=[C:50]([CH3:49])[C:54]=3[CH:55]=2)[C:9]2[C:10]([C:27]([O:29][CH2:30][CH3:31])=[O:28])=[N:11][N:12]([C:17]3[C:18]([O:25][CH3:26])=[N:19][C:20]([O:23][CH3:24])=[N:21][CH:22]=3)[C:13]=2[CH:14]([CH3:16])[CH3:15])=[CH:6][CH:7]=1. The yield is 0.630. (6) The reactants are [Br:1][C:2]1[S:3][CH:4]=[CH:5][CH:6]=1.Cl[C:8](=[O:14])[C:9]([O:11][CH2:12][CH3:13])=[O:10].[Cl-].[Cl-].[Cl-].[Al+3]. The catalyst is ClCCl. The product is [Br:1][C:2]1[S:3][C:4]([C:8](=[O:14])[C:9]([O:11][CH2:12][CH3:13])=[O:10])=[CH:5][CH:6]=1. The yield is 0.258. (7) The reactants are [OH:1][CH2:2][C:3]1[CH:8]=[CH:7][CH:6]=[CH:5][C:4]=1/[C:9](=[N:14]\[O:15][CH3:16])/[C:10]([NH:12][CH3:13])=[O:11].[H-].[Na+].[O:19]1[CH2:23][CH2:22][C:21]([C:24]2[CH:25]=[C:26]([CH3:31])[C:27](F)=[N:28][CH:29]=2)=[N:20]1.C(Cl)Cl.CCOC(C)=O. The catalyst is O1CCCC1. The product is [O:19]1[CH2:23][CH2:22][C:21]([C:24]2[CH:25]=[C:26]([CH3:31])[C:27]([O:1][CH2:2][C:3]3[CH:8]=[CH:7][CH:6]=[CH:5][C:4]=3/[C:9](=[N:14]\[O:15][CH3:16])/[C:10]([NH:12][CH3:13])=[O:11])=[N:28][CH:29]=2)=[N:20]1. The yield is 0.630. (8) The reactants are [Cl:1][C:2]1[CH:3]=[CH:4][C:5]([O:29][CH:30]([F:32])[F:31])=[C:6]([C:8]2[C:12]([NH:13][C:14]([C:16]3[CH:17]=[N:18][N:19]4[CH:24]=[CH:23][CH:22]=[N:21][C:20]=34)=[O:15])=[CH:11][N:10]([CH2:25][CH:26]3[CH2:28][O:27]3)[N:9]=2)[CH:7]=1.CCN(C(C)C)C(C)C.[NH:42]1[CH2:47][CH2:46][O:45][CH2:44][CH2:43]1. The catalyst is CN(C)C=O.C(OCC)(=O)C. The product is [Cl:1][C:2]1[CH:3]=[CH:4][C:5]([O:29][CH:30]([F:32])[F:31])=[C:6]([C:8]2[C:12]([NH:13][C:14]([C:16]3[CH:17]=[N:18][N:19]4[CH:24]=[CH:23][CH:22]=[N:21][C:20]=34)=[O:15])=[CH:11][N:10]([CH2:25][CH:26]([OH:27])[CH2:28][N:42]3[CH2:47][CH2:46][O:45][CH2:44][CH2:43]3)[N:9]=2)[CH:7]=1. The yield is 0.670. (9) The reactants are [C:1]([O:4][CH2:5][C:6]1[C:14]([CH2:15][C@@H:16]([CH2:22][C:23]([O:25][CH2:26][CH3:27])=[O:24])[C:17]([O:19][CH2:20][CH3:21])=[O:18])=[CH:13][C:12]([Br:28])=[C:11]2[C:7]=1[CH:8]=[N:9][NH:10]2)(=[O:3])[CH3:2].[Cl:29]N1C(=O)CCC1=O. The catalyst is CN(C)C=O.C(OCC)(=O)C. The product is [C:1]([O:4][CH2:5][C:6]1[C:14]([CH2:15][C@@H:16]([CH2:22][C:23]([O:25][CH2:26][CH3:27])=[O:24])[C:17]([O:19][CH2:20][CH3:21])=[O:18])=[CH:13][C:12]([Br:28])=[C:11]2[C:7]=1[C:8]([Cl:29])=[N:9][NH:10]2)(=[O:3])[CH3:2]. The yield is 0.880. (10) The reactants are Cl[CH2:2][C:3]1[N:7]=[C:6]([C:8]2[CH:13]=[CH:12][CH:11]=[C:10]([Cl:14])[CH:9]=2)[O:5][N:4]=1.[Li+].[Br-:16].CC(=O)OCC. The product is [Br:16][CH2:2][C:3]1[N:7]=[C:6]([C:8]2[CH:13]=[CH:12][CH:11]=[C:10]([Cl:14])[CH:9]=2)[O:5][N:4]=1. The catalyst is C1COCC1. The yield is 0.850.